From a dataset of Forward reaction prediction with 1.9M reactions from USPTO patents (1976-2016). Predict the product of the given reaction. (1) Given the reactants [CH:1]1([C:4](Cl)=[O:5])[CH2:3][CH2:2]1.[CH2:7]([O:9][C:10]([C:12]1[C:20]2[CH2:19][CH2:18][O:17][CH2:16][C:15]=2[S:14][C:13]=1[NH2:21])=[O:11])[CH3:8], predict the reaction product. The product is: [CH2:7]([O:9][C:10]([C:12]1[C:20]2[CH2:19][CH2:18][O:17][CH2:16][C:15]=2[S:14][C:13]=1[NH:21][C:4]([CH:1]1[CH2:3][CH2:2]1)=[O:5])=[O:11])[CH3:8]. (2) Given the reactants [CH3:1][O:2][C:3]([C:5]1[S:6][C:7]([C:11]2[CH2:16][CH2:15][CH2:14][CH2:13][CH:12]=2)=[CH:8][C:9]=1[NH2:10])=[O:4].[O:17]=[C:18]1[N:26]2[CH:21]([CH2:22][C:23](=O)[CH2:24][CH2:25]2)[CH2:20][CH2:19]1.C([Sn](Cl)(Cl)CCCC)CCC.C1([SiH3])C=CC=CC=1, predict the reaction product. The product is: [CH3:1][O:2][C:3]([C:5]1[S:6][C:7]([C:11]2[CH2:16][CH2:15][CH2:14][CH2:13][CH:12]=2)=[CH:8][C:9]=1[NH:10][CH:23]1[CH2:22][CH:21]2[N:26]([C:18](=[O:17])[CH2:19][CH2:20]2)[CH2:25][CH2:24]1)=[O:4]. (3) Given the reactants [Li+].CC([N-]C(C)C)C.[CH2:9]1[CH2:13][O:12][CH2:11][CH2:10]1.[Se:14]1[CH:18]=[CH:17][CH:16]=[C:15]1[C:19]1[Se:20][C:21]([C:24]2[Se:25]C=CC=2)=[CH:22][CH:23]=1.CN(C=O)C, predict the reaction product. The product is: [CH:11]([C:10]1[Se:25][C:24]([C:21]2[Se:20][C:19]([C:15]3[Se:14][CH:18]=[CH:17][CH:16]=3)=[CH:23][CH:22]=2)=[CH:13][CH:9]=1)=[O:12]. (4) The product is: [CH2:24]([N:31]1[CH2:35][CH2:34][C@@H:33]([NH:36][C:37]2[N:38]=[CH:39][C:40](/[CH:41]=[C:7](\[F:13])/[C:8]([O:10][CH2:11][CH3:12])=[O:9])=[CH:43][C:44]=2[Cl:45])[CH2:32]1)[C:25]1[CH:30]=[CH:29][CH:28]=[CH:27][CH:26]=1. Given the reactants COP([CH:7]([F:13])[C:8]([O:10][CH2:11][CH3:12])=[O:9])(OC)=O.[Br-].[Mg+2].[Br-].CCN(CC)CC.[CH2:24]([N:31]1[CH2:35][CH2:34][C@@H:33]([NH:36][C:37]2[C:44]([Cl:45])=[CH:43][C:40]([CH:41]=O)=[CH:39][N:38]=2)[CH2:32]1)[C:25]1[CH:30]=[CH:29][CH:28]=[CH:27][CH:26]=1, predict the reaction product. (5) Given the reactants O.[C:2](O)(=O)[CH2:3][CH2:4][CH2:5][CH2:6][CH2:7][CH2:8][CH2:9][CH2:10][CH2:11][CH2:12][CH3:13].[NH2:16][CH2:17][CH2:18][NH2:19], predict the reaction product. The product is: [CH2:3]([C:2]1[NH:16][CH2:17][CH2:18][N:19]=1)[CH2:4][CH2:5][CH2:6][CH2:7][CH2:8][CH2:9][CH2:10][CH2:11][CH2:12][CH3:13]. (6) The product is: [CH3:17][C:2]1[C:3]2[N:4]([C:8]([CH:11]3[CH2:16][CH2:15][O:14][CH2:13][CH2:12]3)=[N:9][CH:10]=2)[CH:5]=[CH:6][N:7]=1. Given the reactants Cl[C:2]1[C:3]2[N:4]([C:8]([CH:11]3[CH2:16][CH2:15][O:14][CH2:13][CH2:12]3)=[N:9][CH:10]=2)[CH:5]=[CH:6][N:7]=1.[C:17](=O)([O-])[O-].[K+].[K+].CB1OB(C)OB(C)O1.ClCCl, predict the reaction product. (7) Given the reactants [N:1]1[C:10]2[C:9](=O)[CH2:8][CH2:7][CH2:6][C:5]=2[CH:4]=[CH:3][CH:2]=1.[C:12]([O:16][C:17](=[O:25])[N:18]([CH2:20][CH2:21][CH2:22][CH2:23][NH2:24])[CH3:19])([CH3:15])([CH3:14])[CH3:13].[BH-](OC(C)=O)(OC(C)=O)OC(C)=O.[Na+], predict the reaction product. The product is: [C:12]([O:16][C:17](=[O:25])[N:18]([CH3:19])[CH2:20][CH2:21][CH2:22][CH2:23][NH:24][CH:9]1[C:10]2[N:1]=[CH:2][CH:3]=[CH:4][C:5]=2[CH2:6][CH2:7][CH2:8]1)([CH3:15])([CH3:14])[CH3:13]. (8) The product is: [Br:1][C:2]1[CH:7]=[CH:6][N:5]=[C:4]2[NH:8][CH:9]=[C:10]([CH2:12][N:13]([CH3:15])[CH3:14])[C:3]=12. Given the reactants [Br:1][C:2]1[CH:7]=[CH:6][N:5]=[C:4]2[NH:8][CH:9]=[CH:10][C:3]=12.Cl.[CH3:12][NH:13][CH3:14].[CH2:15]=O, predict the reaction product.